Dataset: B-cell epitopes from IEDB database with 3,159 antigens for binding position prediction. Task: Token-level Classification. Given an antigen amino acid sequence, predict which amino acid positions are active epitope sites capable of antibody binding. Output is a list of indices for active positions. Given the antigen sequence: MPVTINNFNYNDPIDNNNIIMMEPPFARGTGRYYKAFKITDRIWIIPERYTFGYKPEDFNKSSGIFNRDVCEYYDPDYLNTNDKKNIFLQTMIKLFNRIKSKPLGEKLLEMIINGIPYLGDRRVPLEEFNTNIASVTVNKLISNPGEVERKKGIFANLIIFGPGPVLNENETIDIGIQNHFASREGFGGIMQMKFCPEYVSVFNNVQENKGASIFNRRGYFSDPALILMHELIHVLHGLYGIKVDDLPIVPNEKKFFMQSTDAIQAEELYTFGGQDPSIITPSTDKSIYDKVLQNFRGIVDRLNKVLVCISDPNININIYKNKFKDKYKFVEDSEGKYSIDVESFDKLYKSLMFGFTETNIAENYKIKTRASYFSDSLPPVKIKNLLDNEIYTIEEGFNISDKNMEKEYRGQNKAINKQAYEEISKEHLAVYKIQMCKSVRAPGICIDVDNEDLFFIADKNSFSDDLSKNERIEYDTQSNYIENRSSIDELILDTNLISK..., which amino acid positions are active epitope sites? The epitope positions are: [737, 738, 739, 740, 741, 742, 743, 744, 745]. The amino acids at these positions are: YNIYSEKEK.